From a dataset of Forward reaction prediction with 1.9M reactions from USPTO patents (1976-2016). Predict the product of the given reaction. (1) Given the reactants [OH-].[K+].[CH2:3]([O:5][C:6]([C:8]1[NH:9][CH:10]=[C:11]([C:19]2[CH:24]=[CH:23][C:22]([F:25])=[CH:21][CH:20]=2)[C:12]=1[C:13]1[CH:18]=[CH:17][CH:16]=[CH:15][CH:14]=1)=[O:7])[CH3:4].[CH:26](I)([CH3:28])[CH3:27], predict the reaction product. The product is: [CH2:3]([O:5][C:6]([C:8]1[N:9]([CH:26]([CH3:28])[CH3:27])[CH:10]=[C:11]([C:19]2[CH:20]=[CH:21][C:22]([F:25])=[CH:23][CH:24]=2)[C:12]=1[C:13]1[CH:18]=[CH:17][CH:16]=[CH:15][CH:14]=1)=[O:7])[CH3:4]. (2) The product is: [F:20][C:17]([F:18])([F:19])[C:14]1[N:12]2[N:13]=[C:8]([N:1]3[CH2:7][CH2:6][CH2:5][N:4]([CH2:26][C:25]4[CH:28]=[CH:29][CH:30]=[C:23]([C:22]([F:21])([F:31])[F:32])[CH:24]=4)[CH2:3][CH2:2]3)[CH:9]=[CH:10][C:11]2=[N:16][N:15]=1. Given the reactants [N:1]1([C:8]2[CH:9]=[CH:10][C:11]3[N:12]([C:14]([C:17]([F:20])([F:19])[F:18])=[N:15][N:16]=3)[N:13]=2)[CH2:7][CH2:6][CH2:5][NH:4][CH2:3][CH2:2]1.[F:21][C:22]([F:32])([F:31])[C:23]1[CH:24]=[C:25]([CH:28]=[CH:29][CH:30]=1)[CH:26]=O, predict the reaction product. (3) Given the reactants [NH2:1][C:2]1[C:3]([C:7]2[N:11]([C:12]3[CH:17]=[CH:16][C:15]([F:18])=[C:14]([Br:19])[CH:13]=3)[C:10](=[O:20])[O:9][N:8]=2)=[N:4][O:5][N:6]=1.[CH2:21]([N:28]=[C:29]=[O:30])[C:22]1[CH:27]=[CH:26][CH:25]=[CH:24][CH:23]=1, predict the reaction product. The product is: [CH2:21]([NH:28][C:29]([NH:1][C:2]1[C:3]([C:7]2[N:11]([C:12]3[CH:17]=[CH:16][C:15]([F:18])=[C:14]([Br:19])[CH:13]=3)[C:10](=[O:20])[O:9][N:8]=2)=[N:4][O:5][N:6]=1)=[O:30])[C:22]1[CH:27]=[CH:26][CH:25]=[CH:24][CH:23]=1. (4) Given the reactants [CH2:1]([CH:3]1[C:16]2[C:11](=[CH:12][CH:13]=[CH:14][C:15]=2[CH3:17])[C:10]2[CH:9]=[CH:8][CH:7]=[CH:6][C:5]=2[N:4]1[S:18]([C:21]1[CH:26]=[CH:25][C:24]([O:27]C)=[CH:23][CH:22]=1)(=[O:20])=[O:19])[CH3:2].B(Cl)(Cl)Cl.ClCCl, predict the reaction product. The product is: [CH2:1]([CH:3]1[C:16]2[C:11](=[CH:12][CH:13]=[CH:14][C:15]=2[CH3:17])[C:10]2[CH:9]=[CH:8][CH:7]=[CH:6][C:5]=2[N:4]1[S:18]([C:21]1[CH:22]=[CH:23][C:24]([OH:27])=[CH:25][CH:26]=1)(=[O:20])=[O:19])[CH3:2].